Predict the reactants needed to synthesize the given product. From a dataset of Full USPTO retrosynthesis dataset with 1.9M reactions from patents (1976-2016). (1) Given the product [CH3:14][C@H:9]1[O:10][C@@H:11]([CH3:13])[CH2:12][N:7]([C:4]2[S:5][CH:6]=[C:2]([C:34]#[N:36])[N:3]=2)[CH2:8]1, predict the reactants needed to synthesize it. The reactants are: Br[C:2]1[N:3]=[C:4]([N:7]2[CH2:12][C@H:11]([CH3:13])[O:10][C@H:9]([CH3:14])[CH2:8]2)[S:5][CH:6]=1.C1(P(C2C=CC=CC=2)C2C=CC=CC=2)C=CC=CC=1.[C:34](#[N:36])C. (2) Given the product [CH3:1][O:2][C:3](=[O:25])[CH2:4][C:5]1[C:14]([CH3:15])=[C:13]([OH:16])[C:12]2[C:7](=[CH:8][CH:9]=[C:10]([F:24])[CH:11]=2)[CH:6]=1, predict the reactants needed to synthesize it. The reactants are: [CH3:1][O:2][C:3](=[O:25])[CH2:4][C:5]1[C:14]([CH3:15])=[C:13]([O:16]CC2C=CC=CC=2)[C:12]2[C:7](=[CH:8][CH:9]=[C:10]([F:24])[CH:11]=2)[CH:6]=1.[H][H]. (3) Given the product [F:14][CH:13]([F:15])[O:12][C:9]1[CH:10]=[CH:11][C:6]([CH2:5][C:1]#[N:2])=[CH:7][C:8]=1[O:16][CH3:17], predict the reactants needed to synthesize it. The reactants are: [C-:1]#[N:2].[Na+].Br[CH2:5][C:6]1[CH:11]=[CH:10][C:9]([O:12][CH:13]([F:15])[F:14])=[C:8]([O:16][CH3:17])[CH:7]=1.O. (4) Given the product [CH3:1][O:2][C:3]([C:5]1[CH:10]=[CH:9][C:8]([C:11]2[C:12]([CH3:50])([CH3:49])[C@H:13]3[C@:26]([CH3:29])([CH2:27][CH:28]=2)[C@@H:25]2[C@:16]([CH3:48])([C@@:17]4([CH3:47])[C@H:22]([CH2:23][CH2:24]2)[C@H:21]2[C@H:30]([C:33]5([CH3:36])[CH2:35][CH2:34]5)[CH2:31][CH2:32][C@:20]2([C:37]([OH:39])=[O:38])[CH2:19][CH2:18]4)[CH2:15][CH2:14]3)=[CH:7][CH:6]=1)=[O:4], predict the reactants needed to synthesize it. The reactants are: [CH3:1][O:2][C:3]([C:5]1[CH:10]=[CH:9][C:8]([C:11]2[C:12]([CH3:50])([CH3:49])[C@H:13]3[C@:26]([CH3:29])([CH2:27][CH:28]=2)[C@@H:25]2[C@:16]([CH3:48])([C@@:17]4([CH3:47])[C@H:22]([CH2:23][CH2:24]2)[C@H:21]2[C@H:30]([C:33]5([CH3:36])[CH2:35][CH2:34]5)[CH2:31][CH2:32][C@:20]2([C:37]([O:39][Si](C(C)(C)C)(C)C)=[O:38])[CH2:19][CH2:18]4)[CH2:15][CH2:14]3)=[CH:7][CH:6]=1)=[O:4].CCCC[N+](CCCC)(CCCC)CCCC.[F-].C1COCC1.Cl. (5) Given the product [CH3:3][N:4]1[CH2:9][CH2:8][N:7]([S:10]([C:13]2[CH:14]=[N:15][CH:16]=[C:17]([CH:22]=2)[C:18]([NH:1][NH2:2])=[O:19])(=[O:12])=[O:11])[CH2:6][CH2:5]1, predict the reactants needed to synthesize it. The reactants are: [NH2:1][NH2:2].[CH3:3][N:4]1[CH2:9][CH2:8][N:7]([S:10]([C:13]2[CH:14]=[N:15][CH:16]=[C:17]([CH:22]=2)[C:18](OC)=[O:19])(=[O:12])=[O:11])[CH2:6][CH2:5]1. (6) Given the product [C:42]1([CH3:51])[CH:47]=[CH:46][C:45]([C:48]([O:30][C:31]23[CH2:40][CH:35]4[CH2:36][CH:37]([CH2:39][CH:33]([C:34]4=[O:41])[CH2:32]2)[CH2:38]3)=[O:49])=[CH:44][CH:43]=1, predict the reactants needed to synthesize it. The reactants are: CC(C)(CNC(C[C@@H]1CC[C@@]2(O[C@]3(C4CC5C[C@@](O)(C4)CC3C5)OO2)CC1)=O)N.[OH:30][C:31]12[CH2:40][CH:35]3[CH2:36][CH:37]([CH2:39][CH:33]([C:34]3=[O:41])[CH2:32]1)[CH2:38]2.[C:42]1([CH3:51])[CH:47]=[CH:46][C:45]([C:48](Cl)=[O:49])=[CH:44][CH:43]=1. (7) Given the product [CH3:12][N:13]1[CH2:3][C:1](=[O:2])[N:16]([CH3:17])[C:14]1=[O:15], predict the reactants needed to synthesize it. The reactants are: [CH:1]([CH:3]=O)=[O:2].C(N(CC)CC)C.[CH3:12][NH:13][C:14]([NH:16][CH3:17])=[O:15]. (8) Given the product [CH3:1][C:2]1[C:23]([CH3:24])=[CH:22][C:5]2[N:6]([CH2:9][C:10]3[CH:11]=[CH:12][C:13]4[N:14]=[C:15]([NH:25][C@@H:26]5[CH2:31][CH2:30][CH2:29][CH2:28][C@H:27]5[OH:32])[S:17][C:20]=4[CH:21]=3)[CH:7]=[N:8][C:4]=2[CH:3]=1, predict the reactants needed to synthesize it. The reactants are: [CH3:1][C:2]1[C:23]([CH3:24])=[CH:22][C:5]2[N:6]([CH2:9][C:10]3[CH:21]=[CH:20][C:13]4[N:14]=[C:15]([S:17](C)=O)S[C:12]=4[CH:11]=3)[CH:7]=[N:8][C:4]=2[CH:3]=1.[NH2:25][C@@H:26]1[CH2:31][CH2:30][CH2:29][CH2:28][C@H:27]1[OH:32].CCN(C(C)C)C(C)C.CN1C(=O)CCC1.